From a dataset of Catalyst prediction with 721,799 reactions and 888 catalyst types from USPTO. Predict which catalyst facilitates the given reaction. Reactant: Br[C:2]1[CH:3]=[N:4][CH:5]=[C:6]([N+:9]([O-:11])=[O:10])[C:7]=1[NH2:8].[F:12][C:13]1[S:17][C:16](B2OC(C)(C)C(C)(C)O2)=[CH:15][CH:14]=1.C([O-])([O-])=O.[Cs+].[Cs+].CCOC(C)=O. Product: [F:12][C:13]1[S:17][C:16]([C:2]2[CH:3]=[N:4][CH:5]=[C:6]([N+:9]([O-:11])=[O:10])[C:7]=2[NH2:8])=[CH:15][CH:14]=1. The catalyst class is: 117.